Dataset: Reaction yield outcomes from USPTO patents with 853,638 reactions. Task: Predict the reaction yield, written as a fraction of the theoretical maximum amount of product (1.0 means a 100% yield; for example, 0.34 means a 34% yield). (1) The reactants are [C:1](=[S:3])=[S:2].[H-].[Na+].[OH:6][CH2:7][CH:8]1[N:13]([CH3:14])[C:12](=[O:15])[CH2:11][CH2:10][CH2:9]1.[CH3:16]I. The catalyst is O1CCCC1. The product is [CH3:14][N:13]1[C:12](=[O:15])[CH2:11][CH2:10][CH2:9][CH:8]1[CH2:7][O:6][C:1](=[S:3])[S:2][CH3:16]. The yield is 0.946. (2) The reactants are [CH3:1][C:2]1[CH:3]=[C:4]2[C:13](=[CH:14][C:15]=1[C:16](=[O:18])[CH3:17])[C:12]1[N:8]([CH:9]=[C:10]([C:19]3[N:23]([CH:24]([CH3:26])[CH3:25])[N:22]=[C:21]([CH3:27])[N:20]=3)[N:11]=1)[CH2:7][CH2:6][O:5]2.[BH4-].[Na+].O. The catalyst is CO. The product is [CH3:1][C:2]1[CH:3]=[C:4]2[C:13](=[CH:14][C:15]=1[CH:16]([OH:18])[CH3:17])[C:12]1[N:8]([CH:9]=[C:10]([C:19]3[N:23]([CH:24]([CH3:26])[CH3:25])[N:22]=[C:21]([CH3:27])[N:20]=3)[N:11]=1)[CH2:7][CH2:6][O:5]2. The yield is 0.580. (3) The reactants are C([O:8][C@H:9]1[C@@:13]2([O:16][CH2:15][CH2:14]2)[C@H:12]([N:17]2[CH:22]=[CH:21][C:20](=[O:23])[NH:19][C:18]2=[O:24])[O:11][C@@H:10]1[CH2:25][O:26]CC1C=CC=CC=1)C1C=CC=CC=1. The catalyst is CO.[OH-].[OH-].[Pd+2]. The product is [OH:8][C@H:9]1[C@@:13]2([O:16][CH2:15][CH2:14]2)[C@H:12]([N:17]2[CH:22]=[CH:21][C:20](=[O:23])[NH:19][C:18]2=[O:24])[O:11][C@@H:10]1[CH2:25][OH:26]. The yield is 0.560. (4) The reactants are Br[C:2]1[S:3][CH:4]=[CH:5][N:6]=1.[Li]CCCC.I[C:13]1[CH:23]=[CH:22][C:16]([C:17]([O:19][CH2:20][CH3:21])=[O:18])=[CH:15][CH:14]=1.O.O.[Na+].[Na+].C(N(CC(O)=O)CC(O)=O)CN(CC([O-])=O)CC([O-])=O.C(=O)([O-])O.[Na+]. The catalyst is CCOCC.CCCCCC.[Cl-].[Cl-].[Zn+2].C1C=CC([P]([Pd]([P](C2C=CC=CC=2)(C2C=CC=CC=2)C2C=CC=CC=2)([P](C2C=CC=CC=2)(C2C=CC=CC=2)C2C=CC=CC=2)[P](C2C=CC=CC=2)(C2C=CC=CC=2)C2C=CC=CC=2)(C2C=CC=CC=2)C2C=CC=CC=2)=CC=1.C1COCC1. The product is [S:3]1[CH:4]=[CH:5][N:6]=[C:2]1[C:13]1[CH:23]=[CH:22][C:16]([C:17]([O:19][CH2:20][CH3:21])=[O:18])=[CH:15][CH:14]=1. The yield is 0.710. (5) The reactants are CO[C:3](=[O:26])[C:4]1[CH:9]=[CH:8][C:7]([O:10][CH2:11][C:12]2[C:13]([C:18]3[CH:23]=[CH:22][CH:21]=[C:20]([F:24])[C:19]=3[F:25])=[N:14][O:15][C:16]=2[CH3:17])=[N:6][CH:5]=1.[NH2:27][CH:28]1[CH2:33][CH2:32][O:31][CH2:30][CH2:29]1. No catalyst specified. The product is [F:25][C:19]1[C:20]([F:24])=[CH:21][CH:22]=[CH:23][C:18]=1[C:13]1[C:12]([CH2:11][O:10][C:7]2[CH:8]=[CH:9][C:4]([C:3]([NH:27][CH:28]3[CH2:33][CH2:32][O:31][CH2:30][CH2:29]3)=[O:26])=[CH:5][N:6]=2)=[C:16]([CH3:17])[O:15][N:14]=1. The yield is 0.800. (6) The reactants are CC([O-])(C)C.[Na+].[NH:7]1[C:15]2[C:10](=[CH:11][CH:12]=[CH:13][CH:14]=2)[CH:9]=[CH:8]1.Br[C:17]1[CH:22]=[CH:21][C:20]([F:23])=[CH:19][CH:18]=1. The catalyst is C1C=CC(/C=C/C(/C=C/C2C=CC=CC=2)=O)=CC=1.C1C=CC(/C=C/C(/C=C/C2C=CC=CC=2)=O)=CC=1.C1C=CC(/C=C/C(/C=C/C2C=CC=CC=2)=O)=CC=1.[Pd].[Pd].C1(C)C=CC=CC=1. The product is [F:23][C:20]1[CH:21]=[CH:22][C:17]([N:7]2[C:15]3[C:10](=[CH:11][CH:12]=[CH:13][CH:14]=3)[CH:9]=[CH:8]2)=[CH:18][CH:19]=1. The yield is 0.770. (7) The catalyst is C1COCC1. The reactants are Br[C:2]1[CH:3]=[C:4]([C@:8]([C@@H:16]2[CH2:21][CH2:20][CH2:19][N:18]([C:22]([O:24][C:25]([CH3:28])([CH3:27])[CH3:26])=[O:23])[CH2:17]2)([OH:15])[CH2:9][CH2:10][CH2:11][CH2:12][O:13][CH3:14])[CH:5]=[CH:6][CH:7]=1.C([Li])(C)(C)C.CCCCC.[C:39](=[O:41])=[O:40].C([O-])([O-])=O.[Na+].[Na+]. The product is [C:25]([O:24][C:22]([N:18]1[CH2:19][CH2:20][CH2:21][C@@H:16]([C@@:8]([C:4]2[CH:3]=[C:2]([CH:7]=[CH:6][CH:5]=2)[C:39]([OH:41])=[O:40])([OH:15])[CH2:9][CH2:10][CH2:11][CH2:12][O:13][CH3:14])[CH2:17]1)=[O:23])([CH3:28])([CH3:27])[CH3:26]. The yield is 0.590.